Dataset: Reaction yield outcomes from USPTO patents with 853,638 reactions. Task: Predict the reaction yield, written as a fraction of the theoretical maximum amount of product (1.0 means a 100% yield; for example, 0.34 means a 34% yield). (1) The yield is 0.950. The product is [ClH:33].[CH3:1][O:2][C:3](=[O:32])[C@H:4]([CH2:28][CH2:29][S:30][CH3:31])[NH:5][C:6](=[O:27])[C:7]1[CH:12]=[CH:11][C:10]([CH2:13][NH:14][C:15]2[CH:16]=[N:17][CH:18]=[CH:19][CH:20]=2)=[CH:9][C:8]=1[C:21]1[CH:26]=[CH:25][CH:24]=[CH:23][CH:22]=1. The reactants are [CH3:1][O:2][C:3](=[O:32])[C@H:4]([CH2:28][CH2:29][S:30][CH3:31])[NH:5][C:6](=[O:27])[C:7]1[CH:12]=[CH:11][C:10]([CH2:13][NH:14][C:15]2[CH:16]=[N:17][CH:18]=[CH:19][CH:20]=2)=[CH:9][C:8]=1[C:21]1[CH:26]=[CH:25][CH:24]=[CH:23][CH:22]=1.[ClH:33]. The catalyst is C(OCC)(=O)C. (2) The reactants are [CH3:1][O:2][C:3]1[CH:8]=[CH:7][C:6]([C:9](=O)[C:10]2[CH:15]=[CH:14][CH:13]=[CH:12][CH:11]=2)=[CH:5][CH:4]=1. The catalyst is C1COCC1.[Zn]. The product is [CH3:1][O:2][C:3]1[CH:8]=[CH:7][C:6]([C:9]([C:10]2[CH:15]=[CH:14][CH:13]=[CH:12][CH:11]=2)=[C:9]([C:6]2[CH:5]=[CH:4][C:3]([O:2][CH3:1])=[CH:8][CH:7]=2)[C:10]2[CH:11]=[CH:12][CH:13]=[CH:14][CH:15]=2)=[CH:5][CH:4]=1. The yield is 0.910. (3) The reactants are O.NN.[Br:4][C:5]1[C:6]([CH3:29])=[C:7]([CH3:28])[C:8]2[O:12][C:11]([CH2:14][N:15]3C(=O)C4C(=CC=CC=4)C3=O)([CH3:13])[CH2:10][C:9]=2[C:26]=1[CH3:27].Cl.[OH-].[Na+]. The catalyst is C(O)C. The product is [Br:4][C:5]1[C:6]([CH3:29])=[C:7]([CH3:28])[C:8]2[O:12][C:11]([CH2:14][NH2:15])([CH3:13])[CH2:10][C:9]=2[C:26]=1[CH3:27]. The yield is 0.690. (4) The reactants are [CH3:1][O:2][C:3](=[O:16])[CH2:4][C:5]1[CH:10]=[C:9]([O:11][CH:12]([F:14])[F:13])[CH:8]=[C:7]([Cl:15])[CH:6]=1.[CH:17](OC)=[O:18].[Na].CO. The catalyst is CCOCC.O. The product is [CH3:1][O:2][C:3](=[O:16])[CH:4]([C:5]1[CH:10]=[C:9]([O:11][CH:12]([F:13])[F:14])[CH:8]=[C:7]([Cl:15])[CH:6]=1)[CH:17]=[O:18]. The yield is 0.360. (5) The reactants are [NH2:1][C:2]1[CH:17]=[C:16]([F:18])[C:15]([S:19][C:20]2[N:21]([CH3:25])[CH:22]=[CH:23][N:24]=2)=[CH:14][C:3]=1[C:4]([NH:6][C:7]1[CH:12]=[CH:11][C:10](Br)=[CH:9][N:8]=1)=[O:5].[CH3:26][PH:27](=[O:32])[O:28][CH:29]([CH3:31])[CH3:30].C(N(CC)CC)C.C([SiH](CC)CC)C. The catalyst is C1C=CC(P(C2C=CC=CC=2)[C-]2C=CC=C2)=CC=1.C1C=CC(P(C2C=CC=CC=2)[C-]2C=CC=C2)=CC=1.Cl[Pd]Cl.[Fe+2].C1(C)C=CC=CC=1. The product is [CH:29]([O:28][P:27]([C:10]1[CH:9]=[N:8][C:7]([NH:6][C:4](=[O:5])[C:3]2[CH:14]=[C:15]([S:19][C:20]3[N:21]([CH3:25])[CH:22]=[CH:23][N:24]=3)[C:16]([F:18])=[CH:17][C:2]=2[NH2:1])=[CH:12][CH:11]=1)([CH3:26])=[O:32])([CH3:31])[CH3:30]. The yield is 0.160. (6) The reactants are [N:1]1([C:6]2[N:11]=[CH:10][C:9]([C:12]([OH:14])=O)=[CH:8][CH:7]=2)[CH:5]=[CH:4][N:3]=[CH:2]1.[CH2:15]1[C:23]2[C:18](=[CH:19][CH:20]=[CH:21][CH:22]=2)[CH2:17][CH:16]1[NH:24][C:25]1[N:26]=[CH:27][C:28]2[CH2:34][NH:33][CH2:32][CH2:31][C:29]=2[N:30]=1.Cl.CN(C)CCCN=C=NCC.N1C=CC(N)=CC=1. The catalyst is ClCCl. The product is [N:1]1([C:6]2[N:11]=[CH:10][C:9]([C:12]([N:33]3[CH2:32][CH2:31][C:29]4[N:30]=[C:25]([NH:24][CH:16]5[CH2:15][C:23]6[C:18](=[CH:19][CH:20]=[CH:21][CH:22]=6)[CH2:17]5)[N:26]=[CH:27][C:28]=4[CH2:34]3)=[O:14])=[CH:8][CH:7]=2)[CH:5]=[CH:4][N:3]=[CH:2]1. The yield is 0.190. (7) The product is [CH2:1]([O:8][C:9]([NH:11][C:12]1[CH:13]=[C:14]([S:19]([NH:22][C:41]([NH:40][C:26]2[CH:25]=[C:24]([Cl:23])[CH:39]=[CH:38][C:27]=2[C:28]([O:30][CH2:31][C:32]2[CH:37]=[CH:36][CH:35]=[CH:34][CH:33]=2)=[O:29])=[O:42])(=[O:21])=[O:20])[CH:15]=[CH:16][C:17]=1[CH3:18])=[O:10])[C:2]1[CH:7]=[CH:6][CH:5]=[CH:4][CH:3]=1. The yield is 0.620. No catalyst specified. The reactants are [CH2:1]([O:8][C:9]([NH:11][C:12]1[CH:13]=[C:14]([S:19]([NH2:22])(=[O:21])=[O:20])[CH:15]=[CH:16][C:17]=1[CH3:18])=[O:10])[C:2]1[CH:7]=[CH:6][CH:5]=[CH:4][CH:3]=1.[Cl:23][C:24]1[CH:25]=[C:26]([NH:40][C:41](OC2C=CC=CC=2)=[O:42])[C:27](=[CH:38][CH:39]=1)[C:28]([O:30][CH2:31][C:32]1[CH:37]=[CH:36][CH:35]=[CH:34][CH:33]=1)=[O:29]. (8) The reactants are [OH:1][C:2]1[CH:7]=[CH:6][C:5]([C:8](=[O:14])[CH2:9][CH2:10][CH2:11][CH2:12][CH3:13])=[CH:4][CH:3]=1.Br[CH:16]([CH2:22][CH2:23][CH2:24][CH2:25][CH2:26][CH2:27][CH2:28][CH3:29])[C:17]([O:19][CH2:20][CH3:21])=[O:18]. No catalyst specified. The product is [C:8]([C:5]1[CH:4]=[CH:3][C:2]([O:1][CH:16]([CH2:22][CH2:23][CH2:24][CH2:25][CH2:26][CH2:27][CH2:28][CH3:29])[C:17]([O:19][CH2:20][CH3:21])=[O:18])=[CH:7][CH:6]=1)(=[O:14])[CH2:9][CH2:10][CH2:11][CH2:12][CH3:13]. The yield is 0.800.